Task: Predict the reaction yield, written as a fraction of the theoretical maximum amount of product (1.0 means a 100% yield; for example, 0.34 means a 34% yield).. Dataset: Reaction yield outcomes from USPTO patents with 853,638 reactions The product is [C:1]([NH:6][CH2:7][CH2:8][CH2:9][CH2:10][CH2:11][CH2:12][CH2:13][CH2:14][CH2:15][CH2:16][C:17]([OH:19])=[O:18])(=[O:5])[C:2]([CH3:4])=[CH2:3].[C:20]([O:25][CH2:26][C:27]([F:31])([F:32])[CH:28]([F:29])[F:30])(=[O:24])[C:21]([CH3:23])=[CH2:22]. The catalyst is CO.N(C(C)(C)C#N)=NC(C)(C)C#N. The reactants are [C:1]([NH:6][CH2:7][CH2:8][CH2:9][CH2:10][CH2:11][CH2:12][CH2:13][CH2:14][CH2:15][CH2:16][C:17]([OH:19])=[O:18])(=[O:5])[C:2]([CH3:4])=[CH2:3].[C:20]([O:25][CH2:26][C:27]([F:32])([F:31])[CH:28]([F:30])[F:29])(=[O:24])[C:21]([CH3:23])=[CH2:22].C(OCC)C. The yield is 0.808.